This data is from Catalyst prediction with 721,799 reactions and 888 catalyst types from USPTO. The task is: Predict which catalyst facilitates the given reaction. Product: [C:9]([N:16]1[CH2:20][CH2:19][C@@H:18]([OH:21])[CH2:17]1)([O:11][C:12]([CH3:13])([CH3:14])[CH3:15])=[O:10]. The catalyst class is: 1. Reactant: [C:9](O[C:9]([O:11][C:12]([CH3:15])([CH3:14])[CH3:13])=[O:10])([O:11][C:12]([CH3:15])([CH3:14])[CH3:13])=[O:10].[NH:16]1[CH2:20][CH2:19][C@@H:18]([OH:21])[CH2:17]1.C(N(CC)CC)C.